From a dataset of Reaction yield outcomes from USPTO patents with 853,638 reactions. Predict the reaction yield, written as a fraction of the theoretical maximum amount of product (1.0 means a 100% yield; for example, 0.34 means a 34% yield). (1) The reactants are [Cl:1][C:2]1[C:7]2[N:8]([CH2:18][CH2:19][CH3:20])[C:9]([C:11]3[CH:12]=[N:13][C:14](Cl)=[CH:15][CH:16]=3)=[N:10][C:6]=2[CH:5]=[CH:4][CH:3]=1.[CH3:21][O:22][C:23]1[CH:28]=[CH:27][C:26]([NH2:29])=[CH:25][CH:24]=1.C([O-])([O-])=O.[K+].[K+]. The yield is 0.370. The product is [Cl:1][C:2]1[C:7]2[N:8]([CH2:18][CH2:19][CH3:20])[C:9]([C:11]3[CH:16]=[CH:15][C:14]([NH:29][C:26]4[CH:27]=[CH:28][C:23]([O:22][CH3:21])=[CH:24][CH:25]=4)=[N:13][CH:12]=3)=[N:10][C:6]=2[CH:5]=[CH:4][CH:3]=1. The catalyst is C1(C)C=CC=CC=1.C(Cl)Cl.CC([O-])=O.CC([O-])=O.[Pd+2].C1C=CC(P(C2C(C3C(P(C4C=CC=CC=4)C4C=CC=CC=4)=CC=C4C=3C=CC=C4)=C3C(C=CC=C3)=CC=2)C2C=CC=CC=2)=CC=1. (2) The reactants are [Cl:1][C:2]1[CH:3]=[CH:4][C:5]([NH:8][C:9](=[O:24])[C:10]2[CH:15]=[CH:14][CH:13]=[CH:12][C:11]=2[NH:16][CH2:17][CH:18]2[CH2:23][CH2:22][NH:21][CH2:20][CH2:19]2)=[N:6][CH:7]=1.Cl[C:26]1[CH:31]=[CH:30][N:29]=[C:28]([C:32]#[N:33])[CH:27]=1.C(N(CC)CC)C. The catalyst is C(O)C. The product is [Cl:1][C:2]1[CH:3]=[CH:4][C:5]([NH:8][C:9](=[O:24])[C:10]2[CH:15]=[CH:14][CH:13]=[CH:12][C:11]=2[NH:16][CH2:17][CH:18]2[CH2:19][CH2:20][N:21]([C:26]3[CH:31]=[CH:30][N:29]=[C:28]([C:32]#[N:33])[CH:27]=3)[CH2:22][CH2:23]2)=[N:6][CH:7]=1. The yield is 0.460.